This data is from KCNQ2 potassium channel screen with 302,405 compounds. The task is: Binary Classification. Given a drug SMILES string, predict its activity (active/inactive) in a high-throughput screening assay against a specified biological target. (1) The compound is s1c2nc(SCC(=O)N(c3ccccc3)C)n(c(=O)c2c(c1C)C)C. The result is 0 (inactive). (2) The drug is O=C(N1CCCC1)C(/NC(=O)c1ccccc1)=C\c1ccc([N+]([O-])=O)cc1. The result is 0 (inactive). (3) The compound is S(CC(=O)N1CCc2c1cccc2)c1n(\c([nH]n1)=C1\c2c(N=C1)cccc2)c1ccc(OC)cc1. The result is 0 (inactive). (4) The drug is S(c1nc(NC(=O)C)[nH]n1)C. The result is 0 (inactive).